From a dataset of Reaction yield outcomes from USPTO patents with 853,638 reactions. Predict the reaction yield, written as a fraction of the theoretical maximum amount of product (1.0 means a 100% yield; for example, 0.34 means a 34% yield). (1) The reactants are Br[C:2]1[CH:8]=[CH:7][C:5]([NH2:6])=[C:4]([CH2:9][CH3:10])[CH:3]=1.[CH3:11][PH:12](=[O:14])[CH3:13].P([O-])([O-])([O-])=O.[K+].[K+].[K+]. The catalyst is CN(C=O)C.C([O-])(=O)C.[Pd+2].C([O-])(=O)C.CC1(C)C2C(=C(P(C3C=CC=CC=3)C3C=CC=CC=3)C=CC=2)OC2C(P(C3C=CC=CC=3)C3C=CC=CC=3)=CC=CC1=2. The product is [CH3:11][P:12]([C:2]1[CH:8]=[CH:7][C:5]([NH2:6])=[C:4]([CH2:9][CH3:10])[CH:3]=1)([CH3:13])=[O:14]. The yield is 0.780. (2) The product is [C:3]([O:7][C:8]([N:10]([C@@H:24]1[CH2:28][CH2:27][N:26]([CH2:43][CH:38]2[CH2:42][CH2:41][CH2:40][CH2:39]2)[CH2:25]1)[C:11]1[N:16]=[CH:15][C:14](/[CH:17]=[CH:18]/[C:19]([O:21][CH2:22][CH3:23])=[O:20])=[CH:13][CH:12]=1)=[O:9])([CH3:4])([CH3:5])[CH3:6]. The yield is 1.00. The catalyst is ClCCCl. The reactants are Cl.Cl.[C:3]([O:7][C:8]([N:10]([C@@H:24]1[CH2:28][CH2:27][NH:26][CH2:25]1)[C:11]1[N:16]=[CH:15][C:14](/[CH:17]=[CH:18]/[C:19]([O:21][CH2:22][CH3:23])=[O:20])=[CH:13][CH:12]=1)=[O:9])([CH3:6])([CH3:5])[CH3:4].C(N(C(C)C)CC)(C)C.[CH:38]1([CH:43]=O)[CH2:42][CH2:41][CH2:40][CH2:39]1.C(O[BH-](OC(=O)C)OC(=O)C)(=O)C.[Na+].C(=O)(O)[O-].[Na+]. (3) The product is [CH2:1]([O:4][C@H:5]1[C@H:18]([O:19][CH2:20][C:21]2[CH:5]=[CH:18][CH:17]=[CH:16][CH:27]=2)[C@H:17]([O:23][CH2:24][C:25]2[CH:41]=[CH:38][CH:39]=[CH:40][CH:35]=2)[C@H:16]([CH3:27])[O:15][C@@H:6]1[S:7][C:8]1[CH:9]=[CH:10][C:11]([CH3:14])=[CH:12][CH:13]=1)[C:2]1[CH:12]=[CH:13][CH:8]=[CH:9][CH:10]=1. The reactants are [C:1]([O:4][C@H:5]1[C@H:18]([O:19][C:20](=O)[CH3:21])[C@H:17]([O:23][C:24](=O)[CH3:25])[C@H:16]([CH3:27])[O:15][C@@H:6]1[S:7][C:8]1[CH:13]=[CH:12][C:11]([CH3:14])=[CH:10][CH:9]=1)(=O)[CH3:2].C[O-].[Na+].CO.[H-].[Na+].[CH:35]1[CH:40]=[CH:39][C:38]([CH2:41]Br)=CC=1. The yield is 0.760. The catalyst is CN(C=O)C.O.CCCCCC. (4) The reactants are [H-].[Na+].[C:3]([CH2:5]P(=O)(OCC)OCC)#[N:4].[Br:14]Br.[C:16]([O:20][C:21]([N:23]1[CH2:28][CH2:27][C:26](=O)[CH2:25][CH2:24]1)=[O:22])([CH3:19])([CH3:18])[CH3:17]. The catalyst is C1COCC1. The product is [C:16]([O:20][C:21]([N:23]1[CH2:28][CH2:27][C:26](=[C:5]([Br:14])[C:3]#[N:4])[CH2:25][CH2:24]1)=[O:22])([CH3:19])([CH3:18])[CH3:17]. The yield is 0.740. (5) The reactants are [Cl-].O[NH3+:3].[C:4](=[O:7])([O-])[OH:5].[Na+].CS(C)=O.[CH3:13][C:14]1([CH3:50])[CH2:18][C:17]2[CH:19]=[C:20]([N:23]3[C:28](=[O:29])[C:27]([CH2:30][C:31]4[CH:36]=[CH:35][C:34]([C:37]5[C:38]([C:43]#[N:44])=[CH:39][CH:40]=[CH:41][CH:42]=5)=[CH:33][CH:32]=4)=[C:26]([CH2:45][CH2:46][CH3:47])[N:25]=[C:24]3[CH2:48][CH3:49])[CH:21]=[CH:22][C:16]=2[O:15]1. The catalyst is C(OCC)(=O)C. The product is [CH3:50][C:14]1([CH3:13])[CH2:18][C:17]2[CH:19]=[C:20]([N:23]3[C:28](=[O:29])[C:27]([CH2:30][C:31]4[CH:36]=[CH:35][C:34]([C:37]5[CH:42]=[CH:41][CH:40]=[CH:39][C:38]=5[C:43]5[NH:3][C:4](=[O:7])[O:5][N:44]=5)=[CH:33][CH:32]=4)=[C:26]([CH2:45][CH2:46][CH3:47])[N:25]=[C:24]3[CH2:48][CH3:49])[CH:21]=[CH:22][C:16]=2[O:15]1. The yield is 0.660.